From a dataset of Forward reaction prediction with 1.9M reactions from USPTO patents (1976-2016). Predict the product of the given reaction. (1) Given the reactants [CH3:1][O:2][C:3]1[CH:15]=[C:14]([CH3:16])[C:13]([O:17][CH3:18])=[CH:12][C:4]=1[C:5]([NH:7][NH:8][C:9]([NH2:11])=[NH:10])=O, predict the reaction product. The product is: [CH3:1][O:2][C:3]1[CH:15]=[C:14]([CH3:16])[C:13]([O:17][CH3:18])=[CH:12][C:4]=1[C:5]1[N:10]=[C:9]([NH2:11])[NH:8][N:7]=1. (2) Given the reactants Br[C:2]1[CH:3]=[C:4]([CH3:14])[C:5]2[O:9][C:8]([CH3:11])([CH3:10])[CH2:7][C:6]=2[C:12]=1[CH3:13].[CH3:15][O:16][C:17]1[CH:22]=[CH:21][C:20]([CH:23]2[O:28][CH2:27][CH2:26][NH:25][CH2:24]2)=[CH:19][CH:18]=1, predict the reaction product. The product is: [CH3:15][O:16][C:17]1[CH:18]=[CH:19][C:20]([CH:23]2[O:28][CH2:27][CH2:26][N:25]([C:2]3[CH:3]=[C:4]([CH3:14])[C:5]4[O:9][C:8]([CH3:11])([CH3:10])[CH2:7][C:6]=4[C:12]=3[CH3:13])[CH2:24]2)=[CH:21][CH:22]=1.